From a dataset of Acute oral toxicity (LD50) regression data from Zhu et al.. Regression/Classification. Given a drug SMILES string, predict its toxicity properties. Task type varies by dataset: regression for continuous values (e.g., LD50, hERG inhibition percentage) or binary classification for toxic/non-toxic outcomes (e.g., AMES mutagenicity, cardiotoxicity, hepatotoxicity). Dataset: ld50_zhu. (1) The drug is CC(C)N1C(=O)N(c2ccccc2)CSC1=NC(C)(C)C. The rat oral LD50 is 2.14, given as -log10 of the dose in mol/kg body weight (higher means more acutely toxic). (2) The compound is CCOC(=O)C(C)(CC)Oc1ccc(Cc2ccc(Cl)cc2)cc1. The rat oral LD50 is 1.59, given as -log10 of the dose in mol/kg body weight (higher means more acutely toxic). (3) The compound is C[Si](C)(C)N[Si](C)(C)C. The rat oral LD50 is 2.28, given as -log10 of the dose in mol/kg body weight (higher means more acutely toxic). (4) The compound is CCN(CC)CCOCc1cc(Br)ccc1OC. The rat oral LD50 is 3.16, given as -log10 of the dose in mol/kg body weight (higher means more acutely toxic). (5) The drug is Cc1cccc2sc3nncn3c12. The rat oral LD50 is 2.88, given as -log10 of the dose in mol/kg body weight (higher means more acutely toxic). (6) The molecule is OC(CCl)CNCCNCC(O)CCl. The rat oral LD50 is 2.39, given as -log10 of the dose in mol/kg body weight (higher means more acutely toxic). (7) The drug is O=C(c1ccccc1)c1cccc2c1CCC2C(=O)O. The rat oral LD50 is 3.81, given as -log10 of the dose in mol/kg body weight (higher means more acutely toxic). (8) The compound is COc1ccc(C(=C(C#N)CCC(=O)O)c2ccc(OC)cc2)cc1. The rat oral LD50 is 3.00, given as -log10 of the dose in mol/kg body weight (higher means more acutely toxic).